This data is from Forward reaction prediction with 1.9M reactions from USPTO patents (1976-2016). The task is: Predict the product of the given reaction. (1) Given the reactants [C:1]1([C@H:11]([NH:13][CH:14]2[CH2:17][CH:16]([C:18]([OH:20])=O)[CH2:15]2)[CH3:12])[C:10]2[C:5](=[CH:6][CH:7]=[CH:8][CH:9]=2)[CH:4]=[CH:3][CH:2]=1.[CH:21]1([NH2:24])[CH2:23][CH2:22]1, predict the reaction product. The product is: [CH:21]1([NH:24][C:18]([CH:16]2[CH2:17][CH:14]([NH:13][C@@H:11]([C:1]3[C:10]4[C:5](=[CH:6][CH:7]=[CH:8][CH:9]=4)[CH:4]=[CH:3][CH:2]=3)[CH3:12])[CH2:15]2)=[O:20])[CH2:23][CH2:22]1. (2) Given the reactants Br[C:2]1[CH:3]=[CH:4][C:5]2[NH:6][C:7]3[C:12]([C:13]=2[CH:14]=1)=[CH:11][C:10](Br)=[CH:9][CH:8]=3.B(O)O.C(=O)([O-])[O-].[K+].[K+].O1[CH2:30][CH2:29]OCC1.O, predict the reaction product. The product is: [C:29]1([CH3:30])[CH:5]=[CH:4][CH:3]=[CH:2][C:14]=1[C:2]1[CH:3]=[CH:4][C:5]2[NH:6][C:7]3[C:12]([C:13]=2[CH:14]=1)=[CH:11][C:10]([C:7]1[CH:8]=[CH:9][CH:10]=[CH:11][C:12]=1[CH3:13])=[CH:9][CH:8]=3.